From a dataset of Retrosynthesis with 50K atom-mapped reactions and 10 reaction types from USPTO. Predict the reactants needed to synthesize the given product. (1) Given the product CC(C)(C)OC(=O)N[C@@H]1CCN(c2cc(C3CCCCC3)nc(Cl)n2)C1, predict the reactants needed to synthesize it. The reactants are: CC(C)(C)OC(=O)N[C@@H]1CCNC1.Clc1cc(C2CCCCC2)nc(Cl)n1. (2) Given the product CCOC(=O)c1ccc(=O)n(CCOC)c1, predict the reactants needed to synthesize it. The reactants are: CCOC(=O)c1ccc(=O)[nH]c1.COCCBr. (3) Given the product Nc1nc(Cl)nn2ccc(-c3ccccc3)c12, predict the reactants needed to synthesize it. The reactants are: Clc1nc(Cl)c2c(-c3ccccc3)ccn2n1.N. (4) Given the product CCCCC(C=O)CC, predict the reactants needed to synthesize it. The reactants are: CC(C)C=O.CCCCC(CC)CO. (5) Given the product COc1ccc(-c2ncccc2CO)cc1, predict the reactants needed to synthesize it. The reactants are: COc1ccc(B(O)O)cc1.OCc1cccnc1Cl.